From a dataset of Reaction yield outcomes from USPTO patents with 853,638 reactions. Predict the reaction yield, written as a fraction of the theoretical maximum amount of product (1.0 means a 100% yield; for example, 0.34 means a 34% yield). (1) The reactants are [F:1][C:2]1[CH:7]=[CH:6][CH:5]=[CH:4][C:3]=1[N:8]1[C:16]2[C:11](=[C:12]([N:17]3[CH2:24][C@@H:23]4[C@@H:19]([CH2:20][NH:21][CH2:22]4)[C:18]3=[O:25])[CH:13]=[CH:14][CH:15]=2)[CH:10]=[N:9]1.[OH:26][C:27]([CH3:33])([CH3:32])[CH2:28][C:29](O)=[O:30].C(N(C(C)C)C(C)C)C.F[P-](F)(F)(F)(F)F.CN(C(N1C2C(=NC=CC=2)[N+]([O-])=N1)=[N+](C)C)C. The catalyst is O1CCCC1. The product is [F:1][C:2]1[CH:7]=[CH:6][CH:5]=[CH:4][C:3]=1[N:8]1[C:16]2[C:11](=[C:12]([N:17]3[CH2:24][C@@H:23]4[C@@H:19]([CH2:20][N:21]([C:29](=[O:30])[CH2:28][C:27]([OH:26])([CH3:33])[CH3:32])[CH2:22]4)[C:18]3=[O:25])[CH:13]=[CH:14][CH:15]=2)[CH:10]=[N:9]1. The yield is 0.500. (2) The reactants are [NH2:1][CH2:2][C@@H:3]([C@H:5]([C@@H:7]([C@@H:9]([CH2:11][OH:12])[OH:10])[OH:8])[OH:6])[OH:4].[CH3:13][C:14]([O:17][C:18](O[C:18]([O:17][C:14]([CH3:16])([CH3:15])[CH3:13])=[O:19])=[O:19])([CH3:16])[CH3:15]. The catalyst is CO.O. The product is [C:18]([NH:1][CH2:2][C@@H:3]([C@H:5]([C@@H:7]([C@@H:9]([CH2:11][OH:12])[OH:10])[OH:8])[OH:6])[OH:4])([O:17][C:14]([CH3:16])([CH3:15])[CH3:13])=[O:19]. The yield is 0.940. (3) The reactants are [Cl:1][C:2]1[N:3]=[C:4]([C:9]([NH:11][C@H:12]2[CH2:16][CH2:15][N:14]([C:17]3[S:18][C:19]([C:23]([O:25]CC)=[O:24])=[C:20]([CH3:22])[N:21]=3)[CH2:13]2)=[O:10])[NH:5][C:6]=1[CH2:7][CH3:8].[OH-].[Li+].O. The catalyst is CO. The product is [Cl:1][C:2]1[N:3]=[C:4]([C:9]([NH:11][C@H:12]2[CH2:16][CH2:15][N:14]([C:17]3[S:18][C:19]([C:23]([OH:25])=[O:24])=[C:20]([CH3:22])[N:21]=3)[CH2:13]2)=[O:10])[NH:5][C:6]=1[CH2:7][CH3:8]. The yield is 0.770. (4) The reactants are [OH:1][B:2]1[C:6]2[CH:7]=[CH:8][C:9]([O:11][C:12]3[CH:20]=[CH:19][C:15]([C:16]([OH:18])=[O:17])=[CH:14][CH:13]=3)=[CH:10][C:5]=2[CH2:4][O:3]1.[CH3:21][N:22]([CH2:24][CH2:25]O)[CH3:23].CCN=C=NCCCN(C)C. The catalyst is CN(C=O)C. The product is [CH3:21][N:22]([CH3:23])[CH2:24][CH2:25][O:17][C:16](=[O:18])[C:15]1[CH:14]=[CH:13][C:12]([O:11][C:9]2[CH:8]=[CH:7][C:6]3[B:2]([OH:1])[O:3][CH2:4][C:5]=3[CH:10]=2)=[CH:20][CH:19]=1. The yield is 0.560. (5) The reactants are Cl[C:2]1[CH:7]=[C:6]([Cl:8])[N:5]=[C:4]([O:9][C@H:10]([CH3:14])[CH2:11][O:12][CH3:13])[N:3]=1.Cl.[NH:16]1[CH2:21][CH2:20][CH:19]([C:22]2[C:30]3[C:25](=[N:26][CH:27]=[CH:28][CH:29]=3)[NH:24][CH:23]=2)[CH2:18][CH2:17]1.CCN(C(C)C)C(C)C.CCOC(C)=O. The catalyst is CO. The product is [Cl:8][C:6]1[N:5]=[C:4]([O:9][C@H:10]([CH3:14])[CH2:11][O:12][CH3:13])[N:3]=[C:2]([N:16]2[CH2:17][CH2:18][CH:19]([C:22]3[C:30]4[C:25](=[N:26][CH:27]=[CH:28][CH:29]=4)[NH:24][CH:23]=3)[CH2:20][CH2:21]2)[CH:7]=1. The yield is 0.650. (6) The reactants are [C:1]([O:5][C:6]([NH:8][C@H:9]([C:11]([OH:13])=O)[CH3:10])=[O:7])([CH3:4])([CH3:3])[CH3:2].[N:14]1[CH:19]=[CH:18][CH:17]=[CH:16][C:15]=1[CH:20]1[CH2:25][CH2:24][NH:23][CH2:22][CH2:21]1.Cl.C[N:28](C)CCCN=C=NCC. The catalyst is ClCCl. The product is [N:14]1[CH:19]=[CH:18][CH:17]=[CH:16][C:15]=1[CH:20]1[CH2:25][CH2:24][N:23]([NH:28][C:11](=[O:13])[C@H:9]([CH3:10])[NH:8][C:6]([O:5][C:1]([CH3:2])([CH3:3])[CH3:4])=[O:7])[CH2:22][CH2:21]1. The yield is 0.800.